From a dataset of Catalyst prediction with 721,799 reactions and 888 catalyst types from USPTO. Predict which catalyst facilitates the given reaction. (1) Reactant: [N:1]1([C:10](=[O:12])[CH3:11])[C:9]2[C:4](=[CH:5][CH:6]=[CH:7][CH:8]=2)[CH2:3][CH2:2]1.[Br:13]Br. Product: [Br:13][C:6]1[CH:5]=[C:4]2[C:9](=[CH:8][CH:7]=1)[N:1]([C:10](=[O:12])[CH3:11])[CH2:2][CH2:3]2. The catalyst class is: 15. (2) Reactant: [NH:1]([C:70]([O:72][C:73]([CH3:76])([CH3:75])[CH3:74])=[O:71])[C@H:2]([C:7]([NH:9][C@H:10]([C:28]([N:30]1[CH2:69][CH2:68][CH2:67][C@H:31]1[C:32]([NH:34][C@H:35]([C:37]([NH:39][C@H:40]([C:57]([O:59]CC1C=CC=CC=1)=[O:58])[CH2:41][CH2:42][CH2:43][CH2:44][NH:45][C:46]([O:48][CH2:49][C:50]1[CH:56]=[CH:55][CH:54]=[CH:53][C:51]=1[Cl:52])=[O:47])=[O:38])[CH3:36])=[O:33])=[O:29])[CH2:11][CH2:12][CH2:13][NH:14][C:15](=[NH:27])[NH:16][S:17]([C:20]1[CH:26]=[CH:25][C:23]([CH3:24])=[CH:22][CH:21]=1)(=[O:19])=[O:18])=[O:8])[CH2:3][C:4](=[O:6])[NH2:5].[OH-].[Na+].C(Cl)(Cl)Cl.CO. Product: [NH:1]([C:70]([O:72][C:73]([CH3:74])([CH3:76])[CH3:75])=[O:71])[C@H:2]([C:7]([NH:9][C@H:10]([C:28]([N:30]1[CH2:69][CH2:68][CH2:67][C@H:31]1[C:32]([NH:34][C@H:35]([C:37]([NH:39][C@H:40]([C:57]([OH:59])=[O:58])[CH2:41][CH2:42][CH2:43][CH2:44][NH:45][C:46]([O:48][CH2:49][C:50]1[CH:56]=[CH:55][CH:54]=[CH:53][C:51]=1[Cl:52])=[O:47])=[O:38])[CH3:36])=[O:33])=[O:29])[CH2:11][CH2:12][CH2:13][NH:14][C:15](=[NH:27])[NH:16][S:17]([C:20]1[CH:26]=[CH:25][C:23]([CH3:24])=[CH:22][CH:21]=1)(=[O:19])=[O:18])=[O:8])[CH2:3][C:4](=[O:6])[NH2:5]. The catalyst class is: 5. (3) The catalyst class is: 539. Reactant: C(OC([N:8]1[CH2:13][CH2:12][C:11]([C:15]2[CH:20]=[CH:19][C:18]([Cl:21])=[CH:17][CH:16]=2)([OH:14])[CH:10]([OH:22])[CH2:9]1)=O)(C)(C)C.FC(F)(F)C(O)=O.FC(F)(F)C([O-])=O.C(N(CC)CC)C. Product: [Cl:21][C:18]1[CH:19]=[CH:20][C:15]([C:11]2([OH:14])[CH2:12][CH2:13][NH:8][CH2:9][CH:10]2[OH:22])=[CH:16][CH:17]=1. (4) Reactant: [C:1]1([C:7](=[O:16])[CH2:8][C:9]2[CH:14]=[CH:13][C:12]([CH3:15])=[CH:11][CH:10]=2)[CH:6]=[CH:5][CH:4]=[CH:3][CH:2]=1.CO[CH:19](OC)[N:20]([CH3:22])[CH3:21]. Product: [CH3:19][N:20]([CH3:22])/[CH:21]=[C:8](\[C:9]1[CH:10]=[CH:11][C:12]([CH3:15])=[CH:13][CH:14]=1)/[C:7]([C:1]1[CH:6]=[CH:5][CH:4]=[CH:3][CH:2]=1)=[O:16]. The catalyst class is: 3.